Dataset: Forward reaction prediction with 1.9M reactions from USPTO patents (1976-2016). Task: Predict the product of the given reaction. (1) The product is: [CH2:9]([C:7]1[CH:8]=[C:3]([CH2:2][S:18][C:16]2[N:15]=[C:14]([OH:19])[CH:13]=[C:12]([CH3:11])[N:17]=2)[CH:4]=[N:5][CH:6]=1)[CH3:10]. Given the reactants Br[CH2:2][C:3]1[CH:4]=[N:5][CH:6]=[C:7]([CH2:9][CH3:10])[CH:8]=1.[CH3:11][C:12]1[N:17]=[C:16]([SH:18])[N:15]=[C:14]([OH:19])[CH:13]=1.C(N(CC)CC)C.CCOCC, predict the reaction product. (2) The product is: [CH2:21]([N:5]1[C:6]2[C:11](=[CH:10][C:9]([CH:12]([CH2:15][CH2:16][CH2:17][CH2:18][CH3:19])[CH2:13][OH:14])=[CH:8][CH:7]=2)[C:2]([CH3:20])([CH3:1])[CH2:3][CH2:4]1)[CH3:22]. Given the reactants [CH3:1][C:2]1([CH3:20])[C:11]2[C:6](=[CH:7][CH:8]=[C:9]([CH:12]([CH2:15][CH2:16][CH2:17][CH2:18][CH3:19])[CH2:13][OH:14])[CH:10]=2)[NH:5][CH2:4][CH2:3]1.[CH:21](=O)[CH3:22].C(O[BH-](OC(=O)C)OC(=O)C)(=O)C.[Na+].C(O)(=O)C, predict the reaction product. (3) Given the reactants C([O:3][C:4](=[O:36])[C:5]([CH3:35])([O:7][C:8]1[CH:13]=[CH:12][C:11]([O:14][CH2:15][CH2:16][C:17]2[N:18]=[C:19]([C:23]3[CH:28]=[CH:27][C:26]([C:29]4[N:34]=[CH:33][CH:32]=[CH:31][N:30]=4)=[CH:25][CH:24]=3)[O:20][C:21]=2[CH3:22])=[CH:10][CH:9]=1)[CH3:6])C.[OH-].[Na+], predict the reaction product. The product is: [CH3:35][C:5]([O:7][C:8]1[CH:9]=[CH:10][C:11]([O:14][CH2:15][CH2:16][C:17]2[N:18]=[C:19]([C:23]3[CH:24]=[CH:25][C:26]([C:29]4[N:34]=[CH:33][CH:32]=[CH:31][N:30]=4)=[CH:27][CH:28]=3)[O:20][C:21]=2[CH3:22])=[CH:12][CH:13]=1)([CH3:6])[C:4]([OH:36])=[O:3]. (4) The product is: [CH2:21]([O:23][C:24]([C:25]1[C:26](=[O:27])[N:11]([CH2:12][C:13]2[CH:14]=[CH:15][C:16]([O:19][CH3:20])=[CH:17][CH:18]=2)[C:5]2[C:6]([C:8]=1[CH3:9])=[CH:7][C:2]([Cl:1])=[CH:3][CH:4]=2)=[O:29])[CH3:22]. Given the reactants [Cl:1][C:2]1[CH:3]=[CH:4][C:5]([NH:11][CH2:12][C:13]2[CH:18]=[CH:17][C:16]([O:19][CH3:20])=[CH:15][CH:14]=2)=[C:6]([C:8](=O)[CH3:9])[CH:7]=1.[CH2:21]([O:23][C:24](=[O:29])[CH2:25][C:26](Cl)=[O:27])[CH3:22].CC[O-].[Na+], predict the reaction product.